This data is from Rat liver microsome stability data. The task is: Regression/Classification. Given a drug SMILES string, predict its absorption, distribution, metabolism, or excretion properties. Task type varies by dataset: regression for continuous measurements (e.g., permeability, clearance, half-life) or binary classification for categorical outcomes (e.g., BBB penetration, CYP inhibition). Dataset: rlm. (1) The compound is CC(C)(C)c1ccc(C(=O)Nc2ccc(C(F)(F)F)nc2)cc1. The result is 1 (stable in rat liver microsomes). (2) The drug is Cn1ccnc1C1c2nnc(O)c3cccc(c23)NC1c1ccccc1. The result is 0 (unstable in rat liver microsomes).